The task is: Regression. Given a peptide amino acid sequence and an MHC pseudo amino acid sequence, predict their binding affinity value. This is MHC class I binding data.. This data is from Peptide-MHC class I binding affinity with 185,985 pairs from IEDB/IMGT. (1) The peptide sequence is TSKTTILSK. The MHC is HLA-A11:01 with pseudo-sequence HLA-A11:01. The binding affinity (normalized) is 0.446. (2) The binding affinity (normalized) is 0. The MHC is HLA-A26:01 with pseudo-sequence HLA-A26:01. The peptide sequence is SGPSNTYPEI. (3) The peptide sequence is NHINVETSL. The binding affinity (normalized) is 0.483. The MHC is Mamu-A07 with pseudo-sequence Mamu-A07. (4) The binding affinity (normalized) is 0.378. The MHC is HLA-A24:02 with pseudo-sequence HLA-A24:02. The peptide sequence is WMVHRQWFF. (5) The peptide sequence is KVPRNQDWL. The MHC is HLA-A02:01 with pseudo-sequence HLA-A02:01. The binding affinity (normalized) is 0.101. (6) The peptide sequence is RPIFEWIEA. The MHC is Mamu-A2201 with pseudo-sequence Mamu-A2201. The binding affinity (normalized) is 0.774.